From a dataset of Full USPTO retrosynthesis dataset with 1.9M reactions from patents (1976-2016). Predict the reactants needed to synthesize the given product. (1) The reactants are: [C:1]([C:5]1[NH:6][C:7]2[C:12]([CH:13]=1)=[CH:11][C:10]([NH:14][CH3:15])=[CH:9][CH:8]=2)([CH3:4])([CH3:3])[CH3:2].[O:16]1[C:20]2[CH:21]=[CH:22][C:23]([C:25]3([C:28]([OH:30])=O)[CH2:27][CH2:26]3)=[CH:24][C:19]=2[O:18][CH2:17]1.C(N(CC)CC)C. Given the product [O:16]1[C:20]2[CH:21]=[CH:22][C:23]([C:25]3([C:28]([N:14]([C:10]4[CH:11]=[C:12]5[C:7](=[CH:8][CH:9]=4)[NH:6][C:5]([C:1]([CH3:4])([CH3:3])[CH3:2])=[CH:13]5)[CH3:15])=[O:30])[CH2:26][CH2:27]3)=[CH:24][C:19]=2[O:18][CH2:17]1, predict the reactants needed to synthesize it. (2) Given the product [NH2:11][C:3]1[C:4]([CH3:10])=[N:5][N:6]([CH2:7][CH:8]=[CH2:9])[C:2]=1[Cl:1], predict the reactants needed to synthesize it. The reactants are: [Cl:1][C:2]1[N:6]([CH2:7][CH:8]=[CH2:9])[N:5]=[C:4]([CH3:10])[C:3]=1[N+:11]([O-])=O.[Cl-].[NH4+].CO. (3) Given the product [Cl:15][C:16]1[C:21]([Cl:22])=[CH:20][C:19]2[N:23]=[C:8]([C:7]3[CH:10]=[CH:11][C:4]([CH:3]=[O:13])=[C:5]([F:12])[CH:6]=3)[NH:24][C:18]=2[CH:17]=1, predict the reactants needed to synthesize it. The reactants are: CO[CH:3]([O:13]C)[C:4]1[CH:11]=[CH:10][C:7]([CH:8]=O)=[CH:6][C:5]=1[F:12].[Cl:15][C:16]1[C:21]([Cl:22])=[CH:20][C:19]([NH2:23])=[C:18]([NH2:24])[CH:17]=1.C1(=O)C=CC(=O)C=C1. (4) The reactants are: [OH:1][C:2]1[CH:18]=[CH:17][C:5]([C:6]2[CH2:7][O:8][C:9]3[C:14]([CH:15]=2)=[CH:13][CH:12]=[C:11](O)[CH:10]=3)=[CH:4][CH:3]=1.[CH3:19][NH2:20].[CH2:21]=[O:22].[CH2:23](O)C. Given the product [CH3:19][N:20]1[CH2:23][C:12]2[CH:13]=[C:14]3[C:9](=[CH:10][C:11]=2[O:22][CH2:21]1)[O:8][CH2:7][C:6]([C:5]1[CH:17]=[CH:18][C:2]([OH:1])=[CH:3][CH:4]=1)=[CH:15]3, predict the reactants needed to synthesize it. (5) Given the product [C:1]([O:5][C:6](=[O:19])[NH:7][CH2:8][CH2:9][CH2:10][NH:11][C:12]1[S:13][C:24]([C:23](=[O:26])[C:22]2[CH:27]=[CH:28][CH:29]=[CH:30][C:21]=2[Cl:20])=[CH:15][N:14]=1)([CH3:2])([CH3:3])[CH3:4], predict the reactants needed to synthesize it. The reactants are: [C:1]([O:5][C:6](=[O:19])[NH:7][CH2:8][CH2:9][CH2:10][NH:11][C:12]([N:14]=[CH:15]N(C)C)=[S:13])([CH3:4])([CH3:3])[CH3:2].[Cl:20][C:21]1[CH:30]=[CH:29][CH:28]=[CH:27][C:22]=1[C:23](=[O:26])[CH2:24]Br. (6) Given the product [Cl:1][C:2]1[C:7]([O:8][CH3:9])=[CH:6][C:5]([O:10][CH3:11])=[C:4]([Cl:12])[C:3]=1[C:13]1[C:24](=[O:25])[N:23]([CH2:31][CH2:32][NH:33][C:34](=[O:40])[O:35][C:36]([CH3:39])([CH3:38])[CH3:37])[C:16]2[N:17]=[C:18]([S:21][CH3:22])[N:19]=[CH:20][C:15]=2[CH:14]=1, predict the reactants needed to synthesize it. The reactants are: [Cl:1][C:2]1[C:7]([O:8][CH3:9])=[CH:6][C:5]([O:10][CH3:11])=[C:4]([Cl:12])[C:3]=1[C:13]1[C:24](=[O:25])[NH:23][C:16]2[N:17]=[C:18]([S:21][CH3:22])[N:19]=[CH:20][C:15]=2[CH:14]=1.CS(O[CH2:31][CH2:32][NH:33][C:34](=[O:40])[O:35][C:36]([CH3:39])([CH3:38])[CH3:37])(=O)=O.C([O-])([O-])=O.[K+].[K+]. (7) Given the product [CH2:1]([N:8]1[CH2:17][CH2:16][C:15]2[N:14]=[C:13]([N:18]([CH:19]([CH3:21])[CH3:20])[CH3:24])[CH:12]=[CH:11][C:10]=2[CH2:9]1)[C:2]1[CH:3]=[CH:4][CH:5]=[CH:6][CH:7]=1, predict the reactants needed to synthesize it. The reactants are: [CH2:1]([N:8]1[CH2:17][CH2:16][C:15]2[N:14]=[C:13]([NH:18][CH:19]([CH3:21])[CH3:20])[CH:12]=[CH:11][C:10]=2[CH2:9]1)[C:2]1[CH:7]=[CH:6][CH:5]=[CH:4][CH:3]=1.C=O.[C:24](O[BH-](OC(=O)C)OC(=O)C)(=O)C.[Na+].C(O)(=O)C.